From a dataset of Catalyst prediction with 721,799 reactions and 888 catalyst types from USPTO. Predict which catalyst facilitates the given reaction. (1) Reactant: [Cl-].[Cl-].[Cl-].[Al+3].[C:5](OC(=O)C)(=[O:7])[CH3:6].[CH2:12]1[C:20]2[C:15](=[CH:16][CH:17]=[CH:18][CH:19]=2)[CH2:14][CH:13]1[NH:21][C:22](=[O:30])[C:23]1[CH:28]=[CH:27][C:26]([F:29])=[CH:25][CH:24]=1. Product: [C:5]([C:18]1[CH:19]=[C:20]2[C:15](=[CH:16][CH:17]=1)[CH2:14][CH:13]([NH:21][C:22](=[O:30])[C:23]1[CH:24]=[CH:25][C:26]([F:29])=[CH:27][CH:28]=1)[CH2:12]2)(=[O:7])[CH3:6]. The catalyst class is: 26. (2) Reactant: [NH2:1][C:2]1[CH:7]=[CH:6][C:5]([CH2:8][OH:9])=[CH:4][CH:3]=1.[C:10](O[C:10]([O:12][C:13]([CH3:16])([CH3:15])[CH3:14])=[O:11])([O:12][C:13]([CH3:16])([CH3:15])[CH3:14])=[O:11]. Product: [C:13]([O:12][C:10](=[O:11])[NH:1][C:2]1[CH:7]=[CH:6][C:5]([CH2:8][OH:9])=[CH:4][CH:3]=1)([CH3:16])([CH3:15])[CH3:14]. The catalyst class is: 4. (3) Reactant: [F:1][C@H:2]([CH2:13][CH2:14][C:15]1[N:16]=[N:17][C:18](I)=[CH:19][CH:20]=1)[CH2:3][N:4]1[CH:8]=[C:7]([C:9]([NH:11][CH3:12])=[O:10])[N:6]=[N:5]1.FC(F)(F)C(O)=O.[F:29][C:30]([F:48])([F:47])[O:31][C:32]1[CH:33]=[C:34]([N:38]2[CH:42]=[C:41]([CH2:43][C:44]([NH2:46])=[O:45])[N:40]=[CH:39]2)[CH:35]=[CH:36][CH:37]=1.C([O-])([O-])=O.[Cs+].[Cs+].CC1(C)C2C(=C(P(C3C=CC=CC=3)C3C=CC=CC=3)C=CC=2)OC2C(P(C3C=CC=CC=3)C3C=CC=CC=3)=CC=CC1=2. Product: [F:1][C@H:2]([CH2:13][CH2:14][C:15]1[N:16]=[N:17][C:18]([NH:46][C:44](=[O:45])[CH2:43][C:41]2[N:40]=[CH:39][N:38]([C:34]3[CH:35]=[CH:36][CH:37]=[C:32]([O:31][C:30]([F:48])([F:29])[F:47])[CH:33]=3)[CH:42]=2)=[CH:19][CH:20]=1)[CH2:3][N:4]1[CH:8]=[C:7]([C:9]([NH:11][CH3:12])=[O:10])[N:6]=[N:5]1. The catalyst class is: 12. (4) Reactant: [NH2:1][C:2]1[CH:7]=[CH:6][C:5]([C:8]2[CH:13]=[C:12]([C:14]([F:17])([F:16])[F:15])[CH:11]=[CH:10][C:9]=2[O:18][CH2:19][C:20]([O:22][C:23]([CH3:26])([CH3:25])[CH3:24])=[O:21])=[C:4]([Cl:27])[CH:3]=1.C(N(CC)CC)C.Cl[C:36]([O:38][CH3:39])=[O:37]. Product: [Cl:27][C:4]1[CH:3]=[C:2]([NH:1][C:36]([O:38][CH3:39])=[O:37])[CH:7]=[CH:6][C:5]=1[C:8]1[CH:13]=[C:12]([C:14]([F:17])([F:16])[F:15])[CH:11]=[CH:10][C:9]=1[O:18][CH2:19][C:20]([O:22][C:23]([CH3:24])([CH3:26])[CH3:25])=[O:21]. The catalyst class is: 2. (5) Reactant: [CH3:1][C:2]1[CH:3]=[CH:4][C:5]([N:8]2[CH2:18][CH2:17][C:11]3[N:12]=[CH:13][NH:14][C:15](=O)[C:10]=3[CH2:9]2)=[N:6][CH:7]=1.P(Cl)(Cl)([Cl:21])=O.ClCCCl.CN(C)C1C=CC=CC=1.C(=O)(O)[O-].[Na+]. Product: [Cl:21][C:15]1[C:10]2[CH2:9][N:8]([C:5]3[CH:4]=[CH:3][C:2]([CH3:1])=[CH:7][N:6]=3)[CH2:18][CH2:17][C:11]=2[N:12]=[CH:13][N:14]=1. The catalyst class is: 2. (6) Reactant: [Cl:1][C:2]1[CH:11]=[CH:10][CH:9]=[C:8]2[C:3]=1[C:4](=[O:13])[NH:5][C:6](=[O:12])[NH:7]2.[N+:14]([O-])([OH:16])=[O:15]. Product: [Cl:1][C:2]1[C:11]([N+:14]([O-:16])=[O:15])=[CH:10][CH:9]=[C:8]2[C:3]=1[C:4](=[O:13])[NH:5][C:6](=[O:12])[NH:7]2. The catalyst class is: 82.